From a dataset of Forward reaction prediction with 1.9M reactions from USPTO patents (1976-2016). Predict the product of the given reaction. Given the reactants [NH2:1][C:2]([C:4]1[NH:8][C:7]([C:9](O)=[O:10])=[C:6]([CH3:12])[C:5]=1[S:13]([C:16]1[CH:21]=[C:20]([CH3:22])[CH:19]=[C:18]([CH3:23])[CH:17]=1)(=[O:15])=[O:14])=[O:3].[CH2:24]1[C:30]2[CH:31]=[CH:32][CH:33]=[CH:34][C:29]=2[CH2:28][CH2:27][CH2:26][NH:25]1, predict the reaction product. The product is: [CH3:12][C:6]1[C:5]([S:13]([C:16]2[CH:17]=[C:18]([CH3:23])[CH:19]=[C:20]([CH3:22])[CH:21]=2)(=[O:15])=[O:14])=[C:4]([C:2]([NH2:1])=[O:3])[NH:8][C:7]=1[C:9]([N:25]1[CH2:26][CH2:27][CH2:28][C:29]2[CH:34]=[CH:33][CH:32]=[CH:31][C:30]=2[CH2:24]1)=[O:10].